Task: Predict the product of the given reaction.. Dataset: Forward reaction prediction with 1.9M reactions from USPTO patents (1976-2016) Given the reactants C(OC(=O)[NH:7][C:8]1[S:12][C:11]([CH2:13][N:14]2[CH2:19][CH2:18][O:17][CH2:16][CH2:15]2)=[N:10][CH:9]=1)(C)(C)C, predict the reaction product. The product is: [N:14]1([CH2:13][C:11]2[S:12][C:8]([NH2:7])=[CH:9][N:10]=2)[CH2:19][CH2:18][O:17][CH2:16][CH2:15]1.